Dataset: Reaction yield outcomes from USPTO patents with 853,638 reactions. Task: Predict the reaction yield, written as a fraction of the theoretical maximum amount of product (1.0 means a 100% yield; for example, 0.34 means a 34% yield). (1) The reactants are [Br:1]N1C(=O)CCC1=O.[S:9]([N:19]1[C:27]2[CH2:26][CH2:25][CH2:24][C:23](=[O:28])[C:22]=2[CH:21]=[N:20]1)([C:12]1[CH:18]=[CH:17][C:15]([CH3:16])=[CH:14][CH:13]=1)(=[O:11])=[O:10].C([O-])(O)=O.[Na+]. The catalyst is C(Cl)Cl. The product is [Br:1][CH:24]1[CH2:25][CH2:26][C:27]2[N:19]([S:9]([C:12]3[CH:13]=[CH:14][C:15]([CH3:16])=[CH:17][CH:18]=3)(=[O:11])=[O:10])[N:20]=[CH:21][C:22]=2[C:23]1=[O:28]. The yield is 0.420. (2) The reactants are [CH3:1][C:2]1[N:7]=[C:6]2[S:8][C:9]3[CH2:14][CH2:13][CH2:12][CH2:11][C:10]=3[C:5]2=[C:4]([C:15]2[CH:20]=[CH:19][C:18]([CH2:21][CH3:22])=[CH:17][CH:16]=2)[C:3]=1[CH2:23][C:24]([O:26][CH3:27])=[O:25].[Li+].C[Si]([N-][Si](C)(C)C)(C)C.[CH2:38]1[CH2:42]OC[CH2:39]1.ICCC. The catalyst is CN(C=O)C. The product is [CH3:1][C:2]1[N:7]=[C:6]2[S:8][C:9]3[CH2:14][CH2:13][CH2:12][CH2:11][C:10]=3[C:5]2=[C:4]([C:15]2[CH:16]=[CH:17][C:18]([CH2:21][CH3:22])=[CH:19][CH:20]=2)[C:3]=1[CH:23]([CH2:39][CH2:38][CH3:42])[C:24]([O:26][CH3:27])=[O:25]. The yield is 0.770. (3) The product is [NH2:16][S:2]([C:5]1[CH:6]=[C:7]2[C:11](=[CH:12][CH:13]=1)[NH:10][C:9](=[O:14])[CH2:8]2)(=[O:4])=[O:3]. The catalyst is C(O)C. The yield is 0.200. The reactants are Cl[S:2]([C:5]1[CH:6]=[C:7]2[C:11](=[CH:12][CH:13]=1)[NH:10][C:9](=[O:14])[CH2:8]2)(=[O:4])=[O:3].[OH-].[NH4+:16].